This data is from Reaction yield outcomes from USPTO patents with 853,638 reactions. The task is: Predict the reaction yield, written as a fraction of the theoretical maximum amount of product (1.0 means a 100% yield; for example, 0.34 means a 34% yield). The reactants are Cl[C:2]1[C:3]([CH2:8][C:9]([O:11][CH2:12][CH3:13])=[O:10])=[N:4][CH:5]=[CH:6][N:7]=1.CN(C=O)C.[CH3:19][Si:20]([C:23]#[CH:24])([CH3:22])[CH3:21]. The catalyst is Cl[Pd](Cl)([P](C1C=CC=CC=1)(C1C=CC=CC=1)C1C=CC=CC=1)[P](C1C=CC=CC=1)(C1C=CC=CC=1)C1C=CC=CC=1.[Cu]I.C(N(CC)CC)C. The product is [CH3:19][Si:20]([C:23]#[C:24][C:2]1[C:3]([CH2:8][C:9]([O:11][CH2:12][CH3:13])=[O:10])=[N:4][CH:5]=[CH:6][N:7]=1)([CH3:22])[CH3:21]. The yield is 0.720.